Dataset: Aqueous solubility values for 9,982 compounds from the AqSolDB database. Task: Regression/Classification. Given a drug SMILES string, predict its absorption, distribution, metabolism, or excretion properties. Task type varies by dataset: regression for continuous measurements (e.g., permeability, clearance, half-life) or binary classification for categorical outcomes (e.g., BBB penetration, CYP inhibition). For this dataset (solubility_aqsoldb), we predict Y. (1) The drug is O=C(OCC([N+](=O)[O-])([N+](=O)[O-])[N+](=O)[O-])c1ccccc1C(=O)OCC([N+](=O)[O-])([N+](=O)[O-])[N+](=O)[O-]. The Y is -3.58 log mol/L. (2) The drug is Cc1ccc(Cl)cc1NS(=O)(=O)c1ccc(N)cc1. The Y is -3.98 log mol/L. (3) The molecule is CC(C)(C)c1cc(CCC(=O)NCCCCCCNC(=O)CCc2cc(C(C)(C)C)c(O)c(C(C)(C)C)c2)cc(C(C)(C)C)c1O. The Y is -7.80 log mol/L. (4) The compound is O=C1Nc2ccccc2C(=O)N2CCCC12. The Y is -3.75 log mol/L. (5) The molecule is CCCCCCCCCCCCCCCCOC(=O)C(CC)CCCC. The Y is -6.87 log mol/L.